From a dataset of Full USPTO retrosynthesis dataset with 1.9M reactions from patents (1976-2016). Predict the reactants needed to synthesize the given product. (1) Given the product [CH3:12][O:13][C:14](=[O:32])[C@H:15]([NH:16][C:17]([O:19][C:20]([CH3:23])([CH3:21])[CH3:22])=[O:18])[CH2:24][C:25]1[CH:30]=[CH:29][C:28]([O:31][C:43]2[CH:44]=[CH:45][C:40]([C:38](=[O:39])[C:37]3[CH:46]=[CH:47][CH:34]=[CH:35][CH:36]=3)=[CH:41][CH:42]=2)=[CH:27][CH:26]=1, predict the reactants needed to synthesize it. The reactants are: CN(C)C=O.C(=O)([O-])[O-].[K+].[K+].[CH3:12][O:13][C:14](=[O:32])[C@@H:15]([CH2:24][C:25]1[CH:30]=[CH:29][C:28]([OH:31])=[CH:27][CH:26]=1)[NH:16][C:17]([O:19][C:20]([CH3:23])([CH3:22])[CH3:21])=[O:18].F[C:34]1[CH:47]=[CH:46][C:37]([C:38]([C:40]2[CH:45]=[CH:44][CH:43]=[CH:42][CH:41]=2)=[O:39])=[CH:36][CH:35]=1. (2) Given the product [CH3:1][O:2][C:3](=[O:17])[C:4]1[CH:5]=[C:6]([NH:45][C:46]2[CH:51]=[CH:50][CH:49]=[CH:48][CH:47]=2)[CH:7]=[C:8]([N:10]2[CH2:14][CH2:13][CH2:12][C:11]2=[O:15])[CH:9]=1, predict the reactants needed to synthesize it. The reactants are: [CH3:1][O:2][C:3](=[O:17])[C:4]1[CH:9]=[C:8]([N:10]2[CH2:14][CH2:13][CH2:12][C:11]2=[O:15])[CH:7]=[C:6](Br)[CH:5]=1.C([O-])([O-])=O.[Cs+].[Cs+].C(P(C(C)(C)C)C1C=CC=CC=1C1C=CC=CC=1)(C)(C)C.[NH2:45][C:46]1[CH:51]=[CH:50][CH:49]=[CH:48][CH:47]=1. (3) Given the product [N:13]1([C:8]([C:7]2[CH:11]=[CH:12][C:4]([N+:1]([O-:3])=[O:2])=[CH:5][CH:6]=2)=[O:9])[CH2:18][CH2:17][O:16][CH2:15][CH2:14]1, predict the reactants needed to synthesize it. The reactants are: [N+:1]([C:4]1[CH:12]=[CH:11][C:7]([C:8](Cl)=[O:9])=[CH:6][CH:5]=1)([O-:3])=[O:2].[NH:13]1[CH2:18][CH2:17][O:16][CH2:15][CH2:14]1.C(N(CC)CC)C.C(OCC)(=O)C. (4) Given the product [CH2:8]([O:7][C:5](=[O:6])[C:4]#[C:3][C:2](=[O:1])[CH3:15])[C:9]1[CH:14]=[CH:13][CH:12]=[CH:11][CH:10]=1, predict the reactants needed to synthesize it. The reactants are: [OH:1][CH:2]([CH3:15])[C:3]#[C:4][C:5]([O:7][CH2:8][C:9]1[CH:14]=[CH:13][CH:12]=[CH:11][CH:10]=1)=[O:6].CC(OI1(OC(C)=O)(OC(C)=O)OC(=O)C2C=CC=CC1=2)=O.C(OCC)C. (5) The reactants are: [NH2:1][C:2]1[N:7]=[CH:6][N:5]=[C:4]([NH:8][CH2:9][C:10]2[N:15]([C:16]3[CH:21]=[CH:20][CH:19]=[CH:18][CH:17]=3)[C:14](=[O:22])[C:13]3=[C:23]([CH3:26])[CH:24]=[CH:25][N:12]3[N:11]=2)[C:3]=1Br.[F:28][CH:29]([F:46])[C:30]1[CH:31]=[C:32]([OH:45])[CH:33]=[C:34](B2OC(C)(C)C(C)(C)O2)[CH:35]=1.C(=O)([O-])[O-].[Cs+].[Cs+]. Given the product [NH2:1][C:2]1[N:7]=[CH:6][N:5]=[C:4]([NH:8][CH2:9][C:10]2[N:15]([C:16]3[CH:21]=[CH:20][CH:19]=[CH:18][CH:17]=3)[C:14](=[O:22])[C:13]3=[C:23]([CH3:26])[CH:24]=[CH:25][N:12]3[N:11]=2)[C:3]=1[C:34]1[CH:33]=[C:32]([OH:45])[CH:31]=[C:30]([CH:29]([F:46])[F:28])[CH:35]=1, predict the reactants needed to synthesize it. (6) Given the product [CH2:28]([C@H:17]([NH:16][C:15]([NH:14][C:11]1[CH:10]=[CH:9][C:8]([O:1][C:2]2[CH:7]=[CH:6][CH:5]=[CH:4][CH:3]=2)=[CH:13][CH:12]=1)=[O:35])[CH2:18][NH:20][CH2:21][CH2:22][N:23]1[CH2:24][CH2:25][CH2:26][CH2:27]1)[C:29]1[CH:34]=[CH:33][CH:32]=[CH:31][CH:30]=1, predict the reactants needed to synthesize it. The reactants are: [O:1]([C:8]1[CH:13]=[CH:12][C:11]([NH:14][C:15](=[O:35])[NH:16][C@@H:17]([CH2:28][C:29]2[CH:34]=[CH:33][CH:32]=[CH:31][CH:30]=2)[C:18]([NH:20][CH2:21][CH2:22][N:23]2[CH2:27][CH2:26][CH2:25][CH2:24]2)=O)=[CH:10][CH:9]=1)[C:2]1[CH:7]=[CH:6][CH:5]=[CH:4][CH:3]=1.ClC1C=CC(OC2C=CC(NC(=S)N[C@@H](CC3C=CC=CC=3)C(NCCN3CCCC3)=O)=CC=2)=CC=1.Cl.O1CCOCC1.O(C1C=CC(N=C=O)=CC=1)C1C=CC=CC=1. (7) Given the product [CH2:31]([O:33][C:34](=[O:37])[CH2:35][NH:36][S:10]([C:7]1[CH:6]=[CH:5][C:4]([C:3](=[NH:17])[NH:2][OH:1])=[CH:9][CH:8]=1)(=[O:16])=[O:15])[CH3:32], predict the reactants needed to synthesize it. The reactants are: [OH:1][NH:2][C:3](=[NH:17])[C:4]1[CH:9]=[CH:8][C:7]([S:10](=[O:16])(=[O:15])NCCO)=[CH:6][CH:5]=1.C(C1C=CC(S(Cl)(=O)=O)=CC=1)#N.Cl.[CH2:31]([O:33][C:34](=[O:37])[CH2:35][NH2:36])[CH3:32]. (8) Given the product [CH2:11]([O:10][C:8](=[O:9])[C:7](=[N+:22]=[N-:23])[C:1]1[CH:6]=[CH:5][CH:4]=[CH:3][CH:2]=1)[CH3:12], predict the reactants needed to synthesize it. The reactants are: [C:1]1([CH2:7][C:8]([O:10][CH2:11][CH3:12])=[O:9])[CH:6]=[CH:5][CH:4]=[CH:3][CH:2]=1.C1(C)C=CC(S([N:22]=[N+:23]=[N-])(=O)=O)=CC=1.N12CCCN=C1CCCCC2.